Dataset: Forward reaction prediction with 1.9M reactions from USPTO patents (1976-2016). Task: Predict the product of the given reaction. (1) Given the reactants [Cl:1][C:2]1[CH:3]=[C:4]([C:12]2[S:13][C:14]([C:17]3[C:18]([CH2:36][CH3:37])=[C:19]([CH2:23][CH2:24][N:25]4[CH2:30][CH2:29][CH:28]([C:31]([O:33]CC)=[O:32])[CH2:27][CH2:26]4)[CH:20]=[CH:21][CH:22]=3)=[CH:15][N:16]=2)[CH:5]=[CH:6][C:7]=1[O:8][CH:9]([CH3:11])[CH3:10].[OH-].[Na+], predict the reaction product. The product is: [Cl:1][C:2]1[CH:3]=[C:4]([C:12]2[S:13][C:14]([C:17]3[C:18]([CH2:36][CH3:37])=[C:19]([CH2:23][CH2:24][N:25]4[CH2:26][CH2:27][CH:28]([C:31]([OH:33])=[O:32])[CH2:29][CH2:30]4)[CH:20]=[CH:21][CH:22]=3)=[CH:15][N:16]=2)[CH:5]=[CH:6][C:7]=1[O:8][CH:9]([CH3:11])[CH3:10]. (2) Given the reactants C(OC([N:8]1[C:12]2[CH:13]=[C:14]([Cl:17])[CH:15]=[CH:16][C:11]=2[NH:10][CH:9]1[CH2:18][NH2:19])=O)(C)(C)C, predict the reaction product. The product is: [Cl:17][C:14]1[CH:15]=[CH:16][C:11]2[NH:10][C:9]([CH2:18][NH2:19])=[N:8][C:12]=2[CH:13]=1. (3) Given the reactants C[O:2][CH:3]=[C:4]1[CH2:9][CH2:8][CH:7]([C:10]([O:12][CH3:13])=[O:11])[CH2:6][CH2:5]1.CCCCCC, predict the reaction product. The product is: [CH:3]([CH:4]1[CH2:5][CH2:6][CH:7]([C:10]([O:12][CH3:13])=[O:11])[CH2:8][CH2:9]1)=[O:2]. (4) Given the reactants [Cl:1][C:2]1[CH:7]=[CH:6][CH:5]=[C:4]([Cl:8])[C:3]=1[CH2:9][O:10][C:11]1[CH:16]=[CH:15][C:14]2[C:17]3([CH2:32][O:33][C:13]=2[CH:12]=1)[CH2:22][CH2:21][N:20]([CH2:23][CH2:24][C:25]([O:27]C(C)(C)C)=[O:26])[CH2:19][CH2:18]3.O1CCOCC1, predict the reaction product. The product is: [ClH:1].[Cl:1][C:2]1[CH:7]=[CH:6][CH:5]=[C:4]([Cl:8])[C:3]=1[CH2:9][O:10][C:11]1[CH:16]=[CH:15][C:14]2[C:17]3([CH2:32][O:33][C:13]=2[CH:12]=1)[CH2:22][CH2:21][N:20]([CH2:23][CH2:24][C:25]([OH:27])=[O:26])[CH2:19][CH2:18]3. (5) Given the reactants [CH2:1]([O:3][C:4]([C:6]1[CH:15]=[CH:14][C:13]2[C:8](=[CH:9][CH:10]=[C:11](Br)[CH:12]=2)[CH:7]=1)=[O:5])[CH3:2].B1(B2OC(C)(C)C(C)(C)O2)OC(C)(C)C(C)(C)O1.ClCCl.C([O-])(=O)C.[K+].Br[C:44]1[C:52]2[C:47](=[CH:48][CH:49]=[C:50]([C:53]#[N:54])[CH:51]=2)[N:46]([CH:55]2[CH2:60][CH2:59][CH2:58][CH2:57][O:56]2)[N:45]=1.P([O-])([O-])([O-])=O.[K+].[K+].[K+], predict the reaction product. The product is: [CH2:1]([O:3][C:4]([C:6]1[CH:15]=[CH:14][C:13]2[C:8](=[CH:9][CH:10]=[C:11]([C:44]3[C:52]4[C:47](=[CH:48][CH:49]=[C:50]([C:53]#[N:54])[CH:51]=4)[N:46]([CH:55]4[CH2:60][CH2:59][CH2:58][CH2:57][O:56]4)[N:45]=3)[CH:12]=2)[CH:7]=1)=[O:5])[CH3:2]. (6) Given the reactants [Cl:1][C:2]1[CH:7]=[CH:6][C:5]([CH2:8][N:9]([CH2:12][CH3:13])[CH2:10][CH3:11])=[CH:4][C:3]=1[CH2:14]O.P(Br)(Br)[Br:17], predict the reaction product. The product is: [Br:17][CH2:14][C:3]1[CH:4]=[C:5]([CH2:8][N:9]([CH2:12][CH3:13])[CH2:10][CH3:11])[CH:6]=[CH:7][C:2]=1[Cl:1].